Dataset: Catalyst prediction with 721,799 reactions and 888 catalyst types from USPTO. Task: Predict which catalyst facilitates the given reaction. (1) Reactant: [Cl:1][C:2]1[C:11]2[C:6](=[CH:7][CH:8]=[C:9]([S:12](Cl)(=[O:14])=[O:13])[CH:10]=2)[C:5]([Cl:16])=[CH:4][N:3]=1.[C:17]([O:21][C:22](=[O:34])[CH2:23][NH:24][CH2:25][C:26]1[CH:31]=[CH:30][CH:29]=[CH:28][C:27]=1[O:32][CH3:33])([CH3:20])(C)C.[CH3:35][CH2:36]N(CC)CC. Product: [CH2:17]([O:21][C:22](=[O:34])[CH2:23][N:24]([S:12]([C:9]1[CH:10]=[C:11]2[C:6]([C:5]([Cl:16])=[CH:4][N:3]=[C:2]2[Cl:1])=[CH:7][CH:8]=1)(=[O:14])=[O:13])[CH2:25][C:26]1[CH:31]=[CH:30][CH:29]=[CH:28][C:27]=1[O:32][CH3:33])[CH2:20][CH2:35][CH3:36]. The catalyst class is: 2. (2) The catalyst class is: 1. Reactant: [N:1]1([C:6]2[CH:7]=[C:8]([CH:12]=[CH:13][CH:14]=2)[C:9](O)=[O:10])[CH:5]=[CH:4][N:3]=[N:2]1.B.C1COCC1.CO.O. Product: [N:1]1([C:6]2[CH:7]=[C:8]([CH2:9][OH:10])[CH:12]=[CH:13][CH:14]=2)[CH:5]=[CH:4][N:3]=[N:2]1. (3) Reactant: [CH3:1][N:2]([CH3:14])[C:3]([S:5][C:6]1[CH:13]=[CH:12][C:9]([C:10]#[N:11])=[CH:8][CH:7]=1)=[O:4].B.CSC.CO.[H][H]. Product: [CH3:1][N:2]([CH3:14])[C:3]([S:5][C:6]1[CH:13]=[CH:12][C:9]([CH2:10][NH2:11])=[CH:8][CH:7]=1)=[O:4]. The catalyst class is: 1. (4) Reactant: [Br:1][C:2]1[CH:3]=[C:4]2[C:8](=[CH:9][CH:10]=1)[CH2:7][C:6]([CH2:11][CH2:12][OH:13])=[CH:5]2.CSC.C(=O)(O)[O-].[Na+].[OH-].[NH4+:23]. Product: [Br:1][C:2]1[CH:3]=[C:4]2[C:8]([CH:7]=[C:6]([CH2:11][CH2:12][OH:13])[N:23]=[CH:5]2)=[CH:9][CH:10]=1. The catalyst class is: 5. (5) Reactant: [N+:1]([C:4]1[CH:13]=[CH:12][CH:11]=[C:10]2[C:5]=1[CH:6]=[CH:7][N:8]([CH2:15][CH:16]1[CH2:19][N:18]([C:20]([O:22][C:23]([CH3:26])([CH3:25])[CH3:24])=[O:21])[CH2:17]1)[C:9]2=[O:14])([O-])=O.CO. Product: [C:23]([O:22][C:20]([N:18]1[CH2:19][CH:16]([CH2:15][N:8]2[CH:7]=[CH:6][C:5]3[C:10](=[CH:11][CH:12]=[CH:13][C:4]=3[NH2:1])[C:9]2=[O:14])[CH2:17]1)=[O:21])([CH3:26])([CH3:24])[CH3:25]. The catalyst class is: 45.